From a dataset of Full USPTO retrosynthesis dataset with 1.9M reactions from patents (1976-2016). Predict the reactants needed to synthesize the given product. (1) The reactants are: [O:1]1[CH:5]=[CH:4][CH:3]=[C:2]1[C:6]1[C:7]2[NH:15][N:14]=[N:13][C:8]=2[N:9]=[C:10]([NH2:12])[N:11]=1.[CH2:16]([N:23]=[C:24]=[O:25])[C:17]1[CH:22]=[CH:21][CH:20]=[CH:19][CH:18]=1. Given the product [NH2:12][C:10]1[N:11]=[C:6]([C:2]2[O:1][CH:5]=[CH:4][CH:3]=2)[C:7]2[N:15]=[N:14][N:13]([C:24]([NH:23][CH2:16][C:17]3[CH:22]=[CH:21][CH:20]=[CH:19][CH:18]=3)=[O:25])[C:8]=2[N:9]=1, predict the reactants needed to synthesize it. (2) Given the product [OH:19][C:20]1[CH:25]=[CH:24][C:23]([CH2:26][C:27]([NH:1][N:2]2[N:11]=[C:10]([N:12]3[CH2:17][CH2:16][O:15][CH2:14][CH2:13]3)[C:9]3[C:4](=[CH:5][CH:6]=[CH:7][CH:8]=3)[C:3]2=[O:18])=[O:28])=[CH:22][CH:21]=1, predict the reactants needed to synthesize it. The reactants are: [NH2:1][N:2]1[N:11]=[C:10]([N:12]2[CH2:17][CH2:16][O:15][CH2:14][CH2:13]2)[C:9]2[C:4](=[CH:5][CH:6]=[CH:7][CH:8]=2)[C:3]1=[O:18].[OH:19][C:20]1[CH:25]=[CH:24][C:23]([CH2:26][C:27](O)=[O:28])=[CH:22][CH:21]=1. (3) The reactants are: [OH:1][CH2:2][C:3]1[CH:10]=[CH:9][C:6]([C:7]#[N:8])=[CH:5][CH:4]=1.Cl[C:12]1[CH:23]=[C:16]2[N:17]([CH3:22])[C@H:18]([CH3:21])[CH2:19][CH2:20][N:15]2[C:14](=[O:24])[N:13]=1. Given the product [CH3:22][N:17]1[C@H:18]([CH3:21])[CH2:19][CH2:20][N:15]2[C:14](=[O:24])[N:13]=[C:12]([O:1][CH2:2][C:3]3[CH:10]=[CH:9][C:6]([C:7]#[N:8])=[CH:5][CH:4]=3)[CH:23]=[C:16]12, predict the reactants needed to synthesize it. (4) The reactants are: C(C1[C:12]2[C:7](=[CH:8][CH:9]=[CH:10][CH:11]=2)C=CC=1CCCCCC)#C.Br[CH2:20][CH2:21][CH2:22][CH2:23][CH2:24][CH3:25].Br[CH2:27][C@@H:28]([CH3:31])[CH2:29][CH3:30]. Given the product [C:21]([C:22]1[C:7]2[C:12](=[CH:11][CH:10]=[CH:9][CH:8]=2)[CH:25]=[CH:24][C:23]=1[CH2:27][C@@H:28]([CH3:31])[CH2:29][CH3:30])#[CH:20], predict the reactants needed to synthesize it.